This data is from Reaction yield outcomes from USPTO patents with 853,638 reactions. The task is: Predict the reaction yield, written as a fraction of the theoretical maximum amount of product (1.0 means a 100% yield; for example, 0.34 means a 34% yield). (1) The reactants are F[C:2]1[CH:7]=[CH:6][C:5]([C:8]2[O:9][C:10]3[CH:16]=[CH:15][CH:14]=[CH:13][C:11]=3[N:12]=2)=[CH:4][C:3]=1[N+:17]([O-])=O.C(=O)([O-])[O-].[K+].[K+].[CH3:26][O:27][CH2:28][CH2:29][NH2:30].[H][H]. The yield is 0.310. The catalyst is C(O)C.[C].[Pd].O. The product is [CH3:26][O:27][CH2:28][CH2:29][NH:30][C:2]1[CH:7]=[CH:6][C:5]([C:8]2[O:9][C:10]3[CH:16]=[CH:15][CH:14]=[CH:13][C:11]=3[N:12]=2)=[CH:4][C:3]=1[NH2:17]. (2) The reactants are [Cl:1][C:2]1[N:7]=[C:6](S(C)(=O)=O)[N:5]=[C:4]([N:12]2[CH2:17][CH2:16][O:15][CH2:14][CH2:13]2)[CH:3]=1.[NH2:18][CH2:19][C@H:20]([OH:22])[CH3:21].CCN(C(C)C)C(C)C. The catalyst is CN(C=O)C. The product is [Cl:1][C:2]1[CH:3]=[C:4]([N:12]2[CH2:17][CH2:16][O:15][CH2:14][CH2:13]2)[N:5]=[C:6]([NH:18][CH2:19][C@H:20]([OH:22])[CH3:21])[N:7]=1. The yield is 1.00. (3) The reactants are [NH2:1][C@@H:2]([CH2:21][C:22]1[CH:27]=[CH:26][CH:25]=[CH:24][CH:23]=1)[C:3]([NH:5][C:6]1[CH:7]=[C:8]([CH:12]=[C:13]([C:15]2[CH:20]=[CH:19][N:18]=[CH:17][CH:16]=2)[CH:14]=1)[C:9]([OH:11])=[O:10])=[O:4].[S:28]1[CH:32]=[C:31](C=O)[N:30]=[CH:29]1.[C:35](O[BH-](OC(=O)C)OC(=O)C)(=O)C.[Na+]. The catalyst is C(Cl)Cl. The product is [C:22]1([CH2:21][C@H:2]([NH:1][CH2:35][C:32]2[S:28][CH:29]=[N:30][CH:31]=2)[C:3]([NH:5][C:6]2[CH:7]=[C:8]([CH:12]=[C:13]([C:15]3[CH:20]=[CH:19][N:18]=[CH:17][CH:16]=3)[CH:14]=2)[C:9]([OH:11])=[O:10])=[O:4])[CH:23]=[CH:24][CH:25]=[CH:26][CH:27]=1. The yield is 0.360.